From a dataset of Reaction yield outcomes from USPTO patents with 853,638 reactions. Predict the reaction yield, written as a fraction of the theoretical maximum amount of product (1.0 means a 100% yield; for example, 0.34 means a 34% yield). (1) The reactants are [CH:1]([C:3]1[CH:11]=[C:7]([C:8]([OH:10])=[O:9])[C:6]([OH:12])=[CH:5][CH:4]=1)=[O:2].[CH2:13](Br)[C:14]1[CH:19]=[CH:18][CH:17]=[CH:16][CH:15]=1.C(=O)([O-])[O-].[K+].[K+]. The catalyst is C(C(C)=O)C. The product is [CH2:13]([O:9][C:8](=[O:10])[C:7]1[CH:11]=[C:3]([CH:1]=[O:2])[CH:4]=[CH:5][C:6]=1[O:12][CH2:1][C:3]1[CH:11]=[CH:7][CH:6]=[CH:5][CH:4]=1)[C:14]1[CH:19]=[CH:18][CH:17]=[CH:16][CH:15]=1. The yield is 0.575. (2) The reactants are [Br:1][C:2]1[CH:6]=[CH:5][O:4][C:3]=1[CH:7]=[O:8].[CH2:9](O)[CH2:10][OH:11].C([O-])(O)=O.[Na+]. The catalyst is C1C=CC=CC=1.O.C1(C)C=CC(S(O)(=O)=O)=CC=1. The product is [Br:1][C:2]1[CH:6]=[CH:5][O:4][C:3]=1[CH:7]1[O:11][CH2:10][CH2:9][O:8]1. The yield is 0.920.